This data is from Full USPTO retrosynthesis dataset with 1.9M reactions from patents (1976-2016). The task is: Predict the reactants needed to synthesize the given product. (1) The reactants are: [Cl:1][C:2]1[CH:3]=[C:4]2[C:8](=[CH:9][CH:10]=1)[NH:7][C:6](=[O:11])[C:5]2([CH2:20][C:21](O)=[O:22])[C:12]1[CH:17]=[CH:16][CH:15]=[CH:14][C:13]=1[O:18][CH3:19].[N:24]1([C:30]2[N:31]=[N:32][CH:33]=[CH:34][CH:35]=2)[CH2:29][CH2:28][NH:27][CH2:26][CH2:25]1. Given the product [Cl:1][C:2]1[CH:3]=[C:4]2[C:8](=[CH:9][CH:10]=1)[NH:7][C:6](=[O:11])[C:5]2([C:12]1[CH:17]=[CH:16][CH:15]=[CH:14][C:13]=1[O:18][CH3:19])[CH2:20][C:21](=[O:22])[N:27]1[CH2:28][CH2:29][N:24]([C:30]2[N:31]=[N:32][CH:33]=[CH:34][CH:35]=2)[CH2:25][CH2:26]1, predict the reactants needed to synthesize it. (2) Given the product [C:18]([C:20]1[CH:26]=[CH:25][C:24]([CH3:27])=[CH:23][C:21]=1[NH:22][C:2]1[CH:7]=[C:6]([C:8]([F:11])([F:10])[F:9])[N:5]=[C:4]([C:12]2[CH:13]=[N:14][CH:15]=[CH:16][CH:17]=2)[N:3]=1)#[N:19], predict the reactants needed to synthesize it. The reactants are: Cl[C:2]1[CH:7]=[C:6]([C:8]([F:11])([F:10])[F:9])[N:5]=[C:4]([C:12]2[CH:13]=[N:14][CH:15]=[CH:16][CH:17]=2)[N:3]=1.[C:18]([C:20]1[CH:26]=[CH:25][C:24]([CH3:27])=[CH:23][C:21]=1[NH2:22])#[N:19]. (3) Given the product [Cl:1][C:2]1[CH:3]=[C:4]([N:9]2[C:20]([CH3:21])=[CH:19][C:18]3[C:23]4[C:10]2=[N:11][CH:12]=[N:13][C:14]=4[CH:15]=[C:16]([O:26][CH3:27])[C:17]=3[O:24][CH3:25])[CH:5]=[CH:6][C:7]=1[F:8], predict the reactants needed to synthesize it. The reactants are: [Cl:1][C:2]1[CH:3]=[C:4]([N:9]2[CH:20]([CH2:21]I)[CH2:19][C:18]3[C:23]4[C:10]2=[N:11][CH:12]=[N:13][C:14]=4[CH:15]=[C:16]([O:26][CH3:27])[C:17]=3[O:24][CH3:25])[CH:5]=[CH:6][C:7]=1[F:8].C1CCN2C(=NCCC2)CC1. (4) Given the product [CH2:25]([CH:29]1[CH2:34][CH:33]2[N:32]([CH2:2][CH2:3][CH2:4][N:5]3[C:13]4[C:8](=[CH:9][CH:10]=[CH:11][CH:12]=4)[C:7]([C:14](=[O:16])[CH3:15])=[CH:6]3)[CH:31]([CH2:30][CH2:35]2)[CH2:17]1)[CH2:26][CH2:27][CH3:28], predict the reactants needed to synthesize it. The reactants are: Cl[CH2:2][CH2:3][CH2:4][N:5]1[C:13]2[C:8](=[CH:9][CH:10]=[CH:11][CH:12]=2)[C:7]([C:14](=[O:16])[CH3:15])=[CH:6]1.[C:17](=O)([O-])[O-].[Cs+].[Cs+].[I-].[K+].[CH2:25]([CH:29]1[CH2:34][CH:33]2[CH2:35][CH:30]1[CH2:31][NH:32]2)[CH2:26][CH2:27][CH3:28].